This data is from Reaction yield outcomes from USPTO patents with 853,638 reactions. The task is: Predict the reaction yield, written as a fraction of the theoretical maximum amount of product (1.0 means a 100% yield; for example, 0.34 means a 34% yield). The reactants are [C:1]([O:5][C:6]([N:8]1[CH2:21][CH2:20][C:19]2[C:18]3[CH:17]=[CH:16][CH:15]=[CH:14][C:13]=3[N:12]([CH2:22][CH2:23][C:24]([OH:26])=O)[C:11]=2[CH2:10][CH2:9]1)=[O:7])([CH3:4])([CH3:3])[CH3:2].[CH3:27][O:28][C:29]1[CH:34]=[CH:33][C:32]([NH2:35])=[CH:31][CH:30]=1.CN(C1C=CC=CN=1)C.C(N=C=NC(C)C)(C)C. The catalyst is C1COCC1.CCOC(C)=O. The product is [CH3:27][O:28][C:29]1[CH:34]=[CH:33][C:32]([NH:35][C:24](=[O:26])[CH2:23][CH2:22][N:12]2[C:13]3[CH:14]=[CH:15][CH:16]=[CH:17][C:18]=3[C:19]3[CH2:20][CH2:21][N:8]([C:6]([O:5][C:1]([CH3:4])([CH3:3])[CH3:2])=[O:7])[CH2:9][CH2:10][C:11]2=3)=[CH:31][CH:30]=1. The yield is 0.840.